This data is from Full USPTO retrosynthesis dataset with 1.9M reactions from patents (1976-2016). The task is: Predict the reactants needed to synthesize the given product. (1) Given the product [CH2:1]([C:3]1[C:8]([OH:9])=[CH:7][C:6]([OH:10])=[C:5]([C:11](=[O:20])[C:12]2[CH:17]=[CH:16][C:15]([O:18][CH3:19])=[CH:14][CH:13]=2)[C:4]=1[CH2:21][C:22]([N:52]([CH2:51][CH2:50][O:49][CH3:48])[CH3:53])=[O:24])[CH3:2], predict the reactants needed to synthesize it. The reactants are: [CH2:1]([C:3]1[C:8]([OH:9])=[CH:7][C:6]([OH:10])=[C:5]([C:11](=[O:20])[C:12]2[CH:17]=[CH:16][C:15]([O:18][CH3:19])=[CH:14][CH:13]=2)[C:4]=1[CH2:21][C:22]([OH:24])=O)[CH3:2].O.ON1C2C=CC=CC=2N=N1.Cl.CN(C)CCCN=C=NCC.[CH3:48][O:49][CH2:50][CH2:51][NH:52][CH3:53]. (2) The reactants are: [OH:1][C:2]1[CH:7]=[CH:6][C:5]([C:8](=[O:10])[CH3:9])=[CH:4][CH:3]=1.C=O.F[C:14](F)(F)C([O-])=O.C[NH2+]C1C=CC=CC=1.C(OCC)C. Given the product [OH:1][C:2]1[CH:7]=[CH:6][C:5]([C:8](=[O:10])[CH:9]=[CH2:14])=[CH:4][CH:3]=1, predict the reactants needed to synthesize it. (3) Given the product [C:1]([O:5][C:6]([NH:8][CH2:9][C:10]1[N:11]([CH2:30][CH:31]([CH3:33])[CH3:32])[C:12](=[O:29])[C:13]2[C:18]([C:19]=1[C:20]1[S:21][CH:22]=[CH:23][CH:24]=1)=[CH:17][C:16]([C:25]([OH:27])=[O:26])=[CH:15][CH:14]=2)=[O:7])([CH3:4])([CH3:3])[CH3:2], predict the reactants needed to synthesize it. The reactants are: [C:1]([O:5][C:6]([NH:8][CH2:9][C:10]1[N:11]([CH2:30][CH:31]([CH3:33])[CH3:32])[C:12](=[O:29])[C:13]2[C:18]([C:19]=1[C:20]1[S:21][CH:22]=[CH:23][CH:24]=1)=[CH:17][C:16]([C:25]([O:27]C)=[O:26])=[CH:15][CH:14]=2)=[O:7])([CH3:4])([CH3:3])[CH3:2].[OH-].[Na+].O.Cl. (4) Given the product [OH:31][C@H:30]([CH3:32])[CH2:29][C@H:26]1[CH2:25][CH2:24][C:23]2[S:22][C:21]3[N:20]=[CH:19][N:18]=[C:17]([O:16][CH:13]4[CH2:14][CH2:15][CH:10]([N:2]([CH3:1])[C:3](=[O:9])[O:4][C:5]([CH3:8])([CH3:6])[CH3:7])[CH2:11][CH2:12]4)[C:28]=3[C:27]1=2.[OH:31][C@@H:30]([CH3:32])[CH2:29][C@H:26]1[CH2:25][CH2:24][C:23]2[S:22][C:21]3[N:20]=[CH:19][N:18]=[C:17]([O:16][CH:13]4[CH2:14][CH2:15][CH:10]([N:2]([CH3:1])[C:3](=[O:9])[O:4][C:5]([CH3:8])([CH3:6])[CH3:7])[CH2:11][CH2:12]4)[C:28]=3[C:27]1=2, predict the reactants needed to synthesize it. The reactants are: [CH3:1][N:2]([CH:10]1[CH2:15][CH2:14][CH:13]([O:16][C:17]2[C:28]3[C:27]4[C@@H:26]([CH2:29][CH:30]=[O:31])[CH2:25][CH2:24][C:23]=4[S:22][C:21]=3[N:20]=[CH:19][N:18]=2)[CH2:12][CH2:11]1)[C:3](=[O:9])[O:4][C:5]([CH3:8])([CH3:7])[CH3:6].[CH3:32][Mg+].[Br-].